Predict which catalyst facilitates the given reaction. From a dataset of Catalyst prediction with 721,799 reactions and 888 catalyst types from USPTO. (1) Reactant: F[C:2]1[CH:7]=[C:6]([CH3:8])[C:5]([N+:9]([O-])=O)=[CH:4][N:3]=1.Cl.[CH:13]12[NH:19][CH:16]([CH2:17][CH2:18]1)[CH2:15][CH2:14]2.C(N(CC)CC)C. Product: [CH:16]12[N:19]([C:2]3[N:3]=[CH:4][C:5]([NH2:9])=[C:6]([CH3:8])[CH:7]=3)[CH:13]([CH2:18][CH2:17]1)[CH2:14][CH2:15]2. The catalyst class is: 10. (2) Reactant: [Cl:1][C:2]1[N:10]=[C:9]2[C:5]([N:6]=[CH:7][NH:8]2)=[C:4]([Cl:11])[N:3]=1.C([O-])([O-])=O.[K+].[K+].I[CH:19]([CH3:21])[CH3:20]. Product: [Cl:1][C:2]1[N:10]=[C:9]2[C:5]([N:6]=[CH:7][N:8]2[CH:19]([CH3:21])[CH3:20])=[C:4]([Cl:11])[N:3]=1. The catalyst class is: 16. (3) Reactant: C(OC(=O)C)C.Cl.C(OCC)(=O)C.C(O[C:19](=O)[N:20](C)[CH2:21][CH2:22][N:23]([CH2:31][CH2:32][CH2:33][O:34][C:35]1[CH:36]=[C:37]2[C:42](=[CH:43][CH:44]=1)[N:41]([CH3:45])[C:40](=[O:46])[CH:39]=[CH:38]2)[CH2:24][C:25]1[CH:30]=[CH:29][N:28]=[CH:27][CH:26]=1)(C)(C)C. Product: [CH3:45][N:41]1[C:42]2[C:37](=[CH:36][C:35]([O:34][CH2:33][CH2:32][CH2:31][N:23]([CH2:22][CH2:21][NH:20][CH3:19])[CH2:24][C:25]3[CH:30]=[CH:29][N:28]=[CH:27][CH:26]=3)=[CH:44][CH:43]=2)[CH:38]=[CH:39][C:40]1=[O:46]. The catalyst class is: 5. (4) Reactant: P([NH2:4])([O-])[O-].O1CCCC1.[C:10]([CH2:12][CH2:13][PH:14]([O:25][CH:26](CCCCC)[CH2:27][CH:28](N)[OH:29])([N:16]([NH:21][CH:22]([CH3:24])[CH3:23])[NH:17][CH:18]([CH3:20])[CH3:19])[OH:15])#[N:11]. Product: [C:10]([CH2:12][CH2:13][PH:14]([O:25][CH2:26][C@@H:27]([CH2:28][OH:29])[NH2:4])([N:16]([NH:21][CH:22]([CH3:24])[CH3:23])[NH:17][CH:18]([CH3:20])[CH3:19])[OH:15])#[N:11]. The catalyst class is: 10. (5) Reactant: [CH:1]([O:4][C:5]([N:7]1[CH:12]([CH2:13][CH3:14])[CH2:11][CH:10]([NH:15][C:16]2[N:21]=[CH:20][C:19]([Br:22])=[CH:18][N:17]=2)[CH2:9][CH:8]1[CH2:23][CH3:24])=[O:6])([CH3:3])[CH3:2].[H-].[Na+].Br[CH2:28][C:29]1[CH:34]=[C:33]([C:35]([F:38])([F:37])[F:36])[CH:32]=[C:31]([Cl:39])[CH:30]=1.O. Product: [CH:1]([O:4][C:5]([N:7]1[CH:12]([CH2:13][CH3:14])[CH2:11][CH:10]([N:15]([C:16]2[N:21]=[CH:20][C:19]([Br:22])=[CH:18][N:17]=2)[CH2:28][C:29]2[CH:34]=[C:33]([C:35]([F:36])([F:37])[F:38])[CH:32]=[C:31]([Cl:39])[CH:30]=2)[CH2:9][CH:8]1[CH2:23][CH3:24])=[O:6])([CH3:3])[CH3:2]. The catalyst class is: 3. (6) Reactant: [CH3:1][C:2]1([CH3:12])[CH2:10][CH:9]([NH2:11])[CH2:8][CH:7]2[N:3]1[CH2:4][CH2:5][CH2:6]2.[Cl:13][C:14]1[N:19]=[C:18](Cl)[C:17]([C:21]([NH2:23])=[O:22])=[CH:16][N:15]=1.O. Product: [Cl:13][C:14]1[N:19]=[C:18]([NH:11][CH:9]2[CH2:8][CH:7]3[N:3]([CH2:4][CH2:5][CH2:6]3)[C:2]([CH3:12])([CH3:1])[CH2:10]2)[C:17]([C:21]([NH2:23])=[O:22])=[CH:16][N:15]=1. The catalyst class is: 5. (7) Reactant: [C:1]([C:5]1[CH:10]=[CH:9][CH:8]=[CH:7][C:6]=1[OH:11])([CH3:4])([CH3:3])[CH3:2].[CH2:12](Br)[C:13]#[CH:14].C(=O)([O-])[O-].[K+].[K+]. Product: [C:1]([C:5]1[CH:10]=[CH:9][CH:8]=[CH:7][C:6]=1[O:11][CH2:14][C:13]#[CH:12])([CH3:4])([CH3:2])[CH3:3]. The catalyst class is: 10. (8) Reactant: [CH2:1]([S-:3])[CH3:2].[Na+].[Br:5][C:6]1[CH:7]=[CH:8][C:9](F)=[C:10]([CH:13]=1)[CH:11]=[O:12].Cl. Product: [Br:5][C:6]1[CH:7]=[CH:8][C:9]([S:3][CH2:1][CH3:2])=[C:10]([CH:13]=1)[CH:11]=[O:12]. The catalyst class is: 3. (9) Reactant: [H-].[Na+].[CH3:3][S:4]([CH2:7][C:8]([O:10][CH2:11][CH3:12])=[O:9])(=[O:6])=[O:5].[CH2:13]([O:20][C:21]1[CH:26]=[CH:25][C:24]([CH2:27][CH2:28]I)=[CH:23][CH:22]=1)[C:14]1[CH:19]=[CH:18][CH:17]=[CH:16][CH:15]=1. Product: [CH2:13]([O:20][C:21]1[CH:22]=[CH:23][C:24]([CH2:27][CH2:28][CH:7]([S:4]([CH3:3])(=[O:6])=[O:5])[C:8]([O:10][CH2:11][CH3:12])=[O:9])=[CH:25][CH:26]=1)[C:14]1[CH:15]=[CH:16][CH:17]=[CH:18][CH:19]=1. The catalyst class is: 3.